Dataset: Full USPTO retrosynthesis dataset with 1.9M reactions from patents (1976-2016). Task: Predict the reactants needed to synthesize the given product. (1) Given the product [OH:29][C:25]([CH3:26])([CH3:24])[C:27]#[C:28][C:2]1[CH:7]=[CH:6][C:5]([CH2:8][CH2:9][S:10]([NH:13][C:14]2[CH:19]=[CH:18][CH:17]=[CH:16][C:15]=2[S:20]([NH2:23])(=[O:22])=[O:21])(=[O:12])=[O:11])=[CH:4][CH:3]=1, predict the reactants needed to synthesize it. The reactants are: Br[C:2]1[CH:7]=[CH:6][C:5]([CH2:8][CH2:9][S:10]([NH:13][C:14]2[CH:19]=[CH:18][CH:17]=[CH:16][C:15]=2[S:20]([NH2:23])(=[O:22])=[O:21])(=[O:12])=[O:11])=[CH:4][CH:3]=1.[CH3:24][C:25]([OH:29])([C:27]#[CH:28])[CH3:26]. (2) The reactants are: [Br:1][C:2]1[CH:3]=[C:4]([CH:8]=[CH:9][CH:10]=1)[C:5](Cl)=[O:6].[C:11]1([O:17][CH3:18])[CH:16]=[CH:15][CH:14]=[CH:13][CH:12]=1.[Al+3].[Cl-].[Cl-].[Cl-].Cl. Given the product [Br:1][C:2]1[CH:3]=[C:4]([C:5]([C:14]2[CH:15]=[CH:16][C:11]([O:17][CH3:18])=[CH:12][CH:13]=2)=[O:6])[CH:8]=[CH:9][CH:10]=1, predict the reactants needed to synthesize it. (3) The reactants are: Br[C:2]1[CH:3]=[C:4]2[C:9](=[N:10][CH:11]=1)[NH:8][C:7](=[O:12])[CH2:6][CH2:5]2.C(=O)([O-])[O-].[Na+].[Na+].[CH2:19]([Sn](CCCC)(CCCC)C=C)[CH2:20]CC.[Na]. Given the product [CH:19]([C:2]1[CH:3]=[C:4]2[C:9](=[N:10][CH:11]=1)[NH:8][C:7](=[O:12])[CH2:6][CH2:5]2)=[CH2:20], predict the reactants needed to synthesize it. (4) Given the product [Cl:1][C:2]1[CH:3]=[C:4]([CH:9]=[CH:10][C:11]=1[O:12][C:13]1[CH:18]=[C:17]([C:19]([NH:21][C:22]2[CH:26]=[CH:25][N:24]([CH3:27])[N:23]=2)=[O:20])[CH:16]=[C:15]([O:28][C@@H:29]([CH3:33])[CH2:30][O:31][CH3:32])[CH:14]=1)[C:5]([OH:7])=[O:6], predict the reactants needed to synthesize it. The reactants are: [Cl:1][C:2]1[CH:3]=[C:4]([CH:9]=[CH:10][C:11]=1[O:12][C:13]1[CH:18]=[C:17]([C:19]([NH:21][C:22]2[CH:26]=[CH:25][N:24]([CH3:27])[N:23]=2)=[O:20])[CH:16]=[C:15]([O:28][C@@H:29]([CH3:33])[CH2:30][O:31][CH3:32])[CH:14]=1)[C:5]([O:7]C)=[O:6].O.[OH-].[Li+]. (5) Given the product [CH2:1]([N:8]1[CH2:9][CH2:10][C:11]([N:21]([C:22]2[CH:27]=[CH:26][CH:25]=[CH:24][CH:23]=2)[C:28](=[O:30])[CH3:29])([CH2:14][C:15]2[CH:20]=[CH:19][CH:18]=[CH:17][N:16]=2)[CH2:12][CH2:13]1)[C:2]1[CH:3]=[CH:4][CH:5]=[CH:6][CH:7]=1, predict the reactants needed to synthesize it. The reactants are: [CH2:1]([N:8]1[CH2:13][CH2:12][C:11]([NH:21][C:22]2[CH:27]=[CH:26][CH:25]=[CH:24][CH:23]=2)([CH2:14][C:15]2[CH:20]=[CH:19][CH:18]=[CH:17][N:16]=2)[CH2:10][CH2:9]1)[C:2]1[CH:7]=[CH:6][CH:5]=[CH:4][CH:3]=1.[C:28](OC(=O)C)(=[O:30])[CH3:29]. (6) Given the product [CH3:1][O:2][C:3](=[O:15])[CH2:4][O:5][C:6]1[CH:11]=[CH:10][CH:9]=[C:8]([NH2:12])[CH:7]=1, predict the reactants needed to synthesize it. The reactants are: [CH3:1][O:2][C:3](=[O:15])[CH2:4][O:5][C:6]1[CH:11]=[CH:10][CH:9]=[C:8]([N+:12]([O-])=O)[CH:7]=1.